Dataset: Full USPTO retrosynthesis dataset with 1.9M reactions from patents (1976-2016). Task: Predict the reactants needed to synthesize the given product. (1) Given the product [Cl:17][C:16]1[C:11]([C:8]2[CH:9]=[C:10]3[C:5](=[C:6]([O:18][C:19]4[CH:24]=[CH:23][C:22]([S:25]([CH3:28])(=[O:26])=[O:27])=[CH:21][CH:20]=4)[CH:7]=2)[NH:4][N:3]=[C:2]3[NH:32][C:33]2[CH:37]=[CH:36][O:35][N:34]=2)=[N:12][CH:13]=[CH:14][CH:15]=1, predict the reactants needed to synthesize it. The reactants are: Br[C:2]1[C:10]2[C:5](=[C:6]([O:18][C:19]3[CH:24]=[CH:23][C:22]([S:25]([CH3:28])(=[O:27])=[O:26])=[CH:21][CH:20]=3)[CH:7]=[C:8]([C:11]3[C:16]([Cl:17])=[CH:15][CH:14]=[CH:13][N:12]=3)[CH:9]=2)[N:4](COC)[N:3]=1.[NH2:32][C:33]1[CH:37]=[CH:36][O:35][N:34]=1. (2) Given the product [OH:23][C:22]1[C:21]2[C:16](=[CH:17][CH:18]=[CH:19][CH:20]=2)[C:15]([CH3:30])([CH2:24][CH2:25][C@@H:26]([CH3:29])[CH2:27][CH3:28])[C:14](=[O:31])[C:13]=1[C:8]1[NH:7][C:6]2[CH:32]=[CH:33][C:3]([NH:2][S:34]([CH3:37])(=[O:36])=[O:35])=[CH:4][C:5]=2[S:10](=[O:12])(=[O:11])[N:9]=1, predict the reactants needed to synthesize it. The reactants are: Cl.[NH2:2][C:3]1[CH:33]=[CH:32][C:6]2[NH:7][C:8]([C:13]3[C:14](=[O:31])[C:15]([CH3:30])([CH2:24][CH2:25][C@@H:26]([CH3:29])[CH2:27][CH3:28])[C:16]4[C:21]([C:22]=3[OH:23])=[CH:20][CH:19]=[CH:18][CH:17]=4)=[N:9][S:10](=[O:12])(=[O:11])[C:5]=2[CH:4]=1.[S:34](Cl)([CH3:37])(=[O:36])=[O:35].N1C=CC=CC=1.